This data is from Peptide-MHC class I binding affinity with 185,985 pairs from IEDB/IMGT. The task is: Regression. Given a peptide amino acid sequence and an MHC pseudo amino acid sequence, predict their binding affinity value. This is MHC class I binding data. (1) The peptide sequence is YGVKYPNL. The MHC is H-2-Kb with pseudo-sequence H-2-Kb. The binding affinity (normalized) is 0.749. (2) The peptide sequence is CRFPRAHKYQV. The MHC is Mamu-A07 with pseudo-sequence Mamu-A07. The binding affinity (normalized) is 0.0545. (3) The binding affinity (normalized) is 0.213. The peptide sequence is FMRERQLPQ. The MHC is HLA-B53:01 with pseudo-sequence HLA-B53:01. (4) The peptide sequence is NIVTFINDYA. The MHC is HLA-A68:02 with pseudo-sequence HLA-A68:02. The binding affinity (normalized) is 0.592. (5) The peptide sequence is EAARAALQG. The MHC is HLA-B27:05 with pseudo-sequence HLA-B27:05. The binding affinity (normalized) is 0.